The task is: Regression/Classification. Given a drug SMILES string, predict its toxicity properties. Task type varies by dataset: regression for continuous values (e.g., LD50, hERG inhibition percentage) or binary classification for toxic/non-toxic outcomes (e.g., AMES mutagenicity, cardiotoxicity, hepatotoxicity). Dataset: herg_karim.. This data is from hERG potassium channel inhibition data for cardiac toxicity prediction from Karim et al.. (1) The compound is CC(C)(OCc1nn(Cc2ccccc2)c2ccccc12)C(=O)O. The result is 0 (non-blocker). (2) The compound is CC(C)NC(=O)c1cn(-c2cccc(-c3ccc(S(C)(=O)=O)cc3)c2)c2ncccc2c1=O. The result is 0 (non-blocker). (3) The compound is CCCC(=O)Nc1ccc(OCC(O)C[N+]C(C)C)c(C(C)=O)c1. The result is 0 (non-blocker).